Dataset: Peptide-MHC class I binding affinity with 185,985 pairs from IEDB/IMGT. Task: Regression. Given a peptide amino acid sequence and an MHC pseudo amino acid sequence, predict their binding affinity value. This is MHC class I binding data. (1) The peptide sequence is DPKNWWHIL. The MHC is HLA-B15:01 with pseudo-sequence HLA-B15:01. The binding affinity (normalized) is 0.0847. (2) The peptide sequence is PYDCKELRL. The MHC is HLA-A11:01 with pseudo-sequence HLA-A11:01. The binding affinity (normalized) is 0.0847. (3) The peptide sequence is YQRPFGGQS. The MHC is HLA-A69:01 with pseudo-sequence HLA-A69:01. The binding affinity (normalized) is 0.0847. (4) The peptide sequence is RPMSASRPA. The MHC is HLA-A02:03 with pseudo-sequence HLA-A02:03. The binding affinity (normalized) is 0.0847. (5) The peptide sequence is RLRPGGKKK. The MHC is HLA-A68:01 with pseudo-sequence HLA-A68:01. The binding affinity (normalized) is 0. (6) The peptide sequence is MVNETSSCIA. The MHC is HLA-B27:05 with pseudo-sequence HLA-B27:05. The binding affinity (normalized) is 0.